Predict which catalyst facilitates the given reaction. From a dataset of Catalyst prediction with 721,799 reactions and 888 catalyst types from USPTO. (1) Reactant: [NH:1]1[C:5]2[CH:6]=[CH:7][CH:8]=[CH:9][C:4]=2[N:3]=[C:2]1[CH2:10][C:11]1[CH:16]=[CH:15][C:14]([C:17]([N:19]2[CH2:23][CH2:22][CH:21]([OH:24])[CH2:20]2)=[O:18])=[CH:13][CH:12]=1.C(N(C(C)C)CC)(C)C.[CH3:34][S:35](Cl)(=[O:37])=[O:36]. Product: [CH3:34][S:35]([O:24][CH:21]1[CH2:22][CH2:23][N:19]([C:17](=[O:18])[C:14]2[CH:13]=[CH:12][C:11]([CH2:10][C:2]3[NH:3][C:4]4[CH:9]=[CH:8][CH:7]=[CH:6][C:5]=4[N:1]=3)=[CH:16][CH:15]=2)[CH2:20]1)(=[O:37])=[O:36]. The catalyst class is: 4. (2) Reactant: [CH2:1]([O:8][C:9]1[C:14]([C:15](O)([CH3:17])[CH3:16])=[C:13]([O:19][CH3:20])[C:12]([O:21][C:22]2[C:30]([CH3:31])=[CH:29][C:28]([N:32]([CH2:40][C:41]3[CH:46]=[CH:45][CH:44]=[CH:43][CH:42]=3)[CH2:33][C:34]3[CH:39]=[CH:38][CH:37]=[CH:36][CH:35]=3)=[C:27]3[C:23]=2[CH2:24][CH2:25][CH2:26]3)=[CH:11][CH:10]=1)[C:2]1[CH:7]=[CH:6][CH:5]=[CH:4][CH:3]=1.Cl. Product: [CH2:33]([N:32]([CH2:40][C:41]1[CH:42]=[CH:43][CH:44]=[CH:45][CH:46]=1)[C:28]1[CH:29]=[C:30]([CH3:31])[C:22]([O:21][C:12]2[CH:11]=[CH:10][C:9]([O:8][CH2:1][C:2]3[CH:3]=[CH:4][CH:5]=[CH:6][CH:7]=3)=[C:14]([C:15]([CH3:17])=[CH2:16])[C:13]=2[O:19][CH3:20])=[C:23]2[C:27]=1[CH2:26][CH2:25][CH2:24]2)[C:34]1[CH:39]=[CH:38][CH:37]=[CH:36][CH:35]=1. The catalyst class is: 4. (3) Reactant: [C:1]1([S:7]([N:10]2[C:14]3=[N:15][CH:16]=[C:17]([Cl:19])[CH:18]=[C:13]3[C:12]([CH2:20][C:21]3[S:25][C:24]([NH2:26])=[N:23][C:22]=3[Cl:27])=[CH:11]2)(=[O:9])=[O:8])[CH:6]=[CH:5][CH:4]=[CH:3][CH:2]=1.[F:28][C:29]1[CH:30]=[C:31]([CH:35]=O)[CH:32]=[N:33][CH:34]=1.C([BH3-])#N.C(=O)([O-])[O-].[K+].[K+]. Product: [C:1]1([S:7]([N:10]2[C:14]3=[N:15][CH:16]=[C:17]([Cl:19])[CH:18]=[C:13]3[C:12]([CH2:20][C:21]3[S:25][C:24]([NH:26][CH2:35][C:31]4[CH:32]=[N:33][CH:34]=[C:29]([F:28])[CH:30]=4)=[N:23][C:22]=3[Cl:27])=[CH:11]2)(=[O:9])=[O:8])[CH:2]=[CH:3][CH:4]=[CH:5][CH:6]=1. The catalyst class is: 212.